From a dataset of Full USPTO retrosynthesis dataset with 1.9M reactions from patents (1976-2016). Predict the reactants needed to synthesize the given product. Given the product [Br:1][C:2]1[N:3]=[C:4]([C:7]([C:9]2[CH:18]=[CH:17][C:12]3[N:13]([CH2:26][O:25][CH2:24][CH2:23][Si:22]([CH3:29])([CH3:28])[CH3:21])[C:14](=[O:16])[S:15][C:11]=3[CH:10]=2)=[O:8])[S:5][CH:6]=1, predict the reactants needed to synthesize it. The reactants are: [Br:1][C:2]1[N:3]=[C:4]([C:7]([C:9]2[CH:18]=[CH:17][C:12]3[NH:13][C:14](=[O:16])[S:15][C:11]=3[CH:10]=2)=[O:8])[S:5][CH:6]=1.[H-].[Na+].[CH3:21][Si:22]([CH3:29])([CH3:28])[CH2:23][CH2:24][O:25][CH2:26]Cl.